From a dataset of Forward reaction prediction with 1.9M reactions from USPTO patents (1976-2016). Predict the product of the given reaction. Given the reactants [CH3:1][O:2][CH2:3][CH:4]([NH:6][C:7]([C:9]1[CH:10]=[C:11]([C:16]2[CH:21]=[CH:20][C:19]([CH3:22])=[CH:18][CH:17]=2)[CH:12]=[C:13]([NH2:15])[CH:14]=1)=[O:8])[CH3:5].[N:23]([O-])=O.[Na+].Cl[Sn]Cl, predict the reaction product. The product is: [CH3:1][O:2][CH2:3][CH:4]([NH:6][C:7]([C:9]1[CH:10]=[C:11]([C:16]2[CH:17]=[CH:18][C:19]([CH3:22])=[CH:20][CH:21]=2)[CH:12]=[C:13]([NH:15][NH2:23])[CH:14]=1)=[O:8])[CH3:5].